Dataset: NCI-60 drug combinations with 297,098 pairs across 59 cell lines. Task: Regression. Given two drug SMILES strings and cell line genomic features, predict the synergy score measuring deviation from expected non-interaction effect. (1) Drug 1: CS(=O)(=O)C1=CC(=C(C=C1)C(=O)NC2=CC(=C(C=C2)Cl)C3=CC=CC=N3)Cl. Drug 2: C1=CC=C(C=C1)NC(=O)CCCCCCC(=O)NO. Cell line: HS 578T. Synergy scores: CSS=8.03, Synergy_ZIP=2.24, Synergy_Bliss=5.84, Synergy_Loewe=-12.8, Synergy_HSA=-0.459. (2) Drug 1: C1=CN(C(=O)N=C1N)C2C(C(C(O2)CO)O)O.Cl. Drug 2: C1CN1C2=NC(=NC(=N2)N3CC3)N4CC4. Cell line: CCRF-CEM. Synergy scores: CSS=86.2, Synergy_ZIP=-0.482, Synergy_Bliss=-0.817, Synergy_Loewe=1.00, Synergy_HSA=3.45.